Task: Predict the reactants needed to synthesize the given product.. Dataset: Full USPTO retrosynthesis dataset with 1.9M reactions from patents (1976-2016) (1) Given the product [OH:3][C@@H:4]1[CH2:9][CH2:8][CH2:7][N:6]([C:10]2[N:11]=[C:12]3[CH:29]=[C:28](/[CH:30]=[CH:31]/[C:32]4[S:33][CH:34]=[C:35]([CH:37]([CH3:39])[CH3:38])[N:36]=4)[CH:27]=[CH:26][N:13]3[C:14](=[O:25])[C:15]=2/[CH:16]=[CH:17]/[C:18]([O:20][C:21]([CH3:22])([CH3:23])[CH3:24])=[O:19])[CH2:5]1, predict the reactants needed to synthesize it. The reactants are: C([O:3][C@@H:4]1[CH2:9][CH2:8][CH2:7][N:6]([C:10]2[N:11]=[C:12]3[CH:29]=[C:28](/[CH:30]=[CH:31]/[C:32]4[S:33][CH:34]=[C:35]([CH:37]([CH3:39])[CH3:38])[N:36]=4)[CH:27]=[CH:26][N:13]3[C:14](=[O:25])[C:15]=2/[CH:16]=[CH:17]/[C:18]([O:20][C:21]([CH3:24])([CH3:23])[CH3:22])=[O:19])[CH2:5]1)=O.OC1CCCN(C2N=C3C=C(/C=C/C4SC=C(C(C)C)N=4)C=CN3C(=O)C=2/C=C/C(OC(C)(C)C)=O)C1. (2) Given the product [CH3:20][C:21]1[N:22]([CH2:48][C:49]([O:51][CH2:52][C:53]2[CH:58]=[CH:57][CH:56]=[CH:55][CH:54]=2)=[O:50])[C:23]([C:42]2[CH:47]=[CH:46][CH:45]=[CH:44][N:43]=2)=[CH:24][C:25]=1[CH2:26][C:27]1[CH:32]=[CH:31][CH:30]=[CH:29][C:28]=1[S:33]([C:36]1[CH:41]=[CH:40][CH:39]=[CH:38][CH:37]=1)(=[O:35])=[O:34].[CH3:59][C:60]1[N:61]([CH2:87][C:88]([OH:90])=[O:89])[C:62]([C:81]2[CH:82]=[N:83][CH:84]=[CH:85][CH:86]=2)=[CH:63][C:64]=1[CH2:65][C:66]1[CH:71]=[CH:70][CH:69]=[CH:68][C:67]=1[S:72]([C:75]1[CH:80]=[CH:79][CH:78]=[CH:77][CH:76]=1)(=[O:73])=[O:74], predict the reactants needed to synthesize it. The reactants are: C([SiH](CC)CC)C.FC(F)(F)S(O[Si](C)(C)C)(=O)=O.[CH3:20][C:21]1[N:22]([CH2:48][C:49]([O:51][CH2:52][C:53]2[CH:58]=[CH:57][CH:56]=[CH:55][CH:54]=2)=[O:50])[C:23]([C:42]2[CH:47]=[CH:46][CH:45]=[CH:44][N:43]=2)=[CH:24][C:25]=1[CH2:26][C:27]1[CH:32]=[CH:31][CH:30]=[CH:29][C:28]=1[S:33]([C:36]1[CH:41]=[CH:40][CH:39]=[CH:38][CH:37]=1)(=[O:35])=[O:34].[CH3:59][C:60]1[N:61]([CH2:87][C:88]([O:90]CC2C=CC=CC=2)=[O:89])[C:62]([C:81]2[CH:82]=[N:83][CH:84]=[CH:85][CH:86]=2)=[CH:63][C:64]=1[CH2:65][C:66]1[CH:71]=[CH:70][CH:69]=[CH:68][C:67]=1[S:72]([C:75]1[CH:80]=[CH:79][CH:78]=[CH:77][CH:76]=1)(=[O:74])=[O:73].